From a dataset of Reaction yield outcomes from USPTO patents with 853,638 reactions. Predict the reaction yield, written as a fraction of the theoretical maximum amount of product (1.0 means a 100% yield; for example, 0.34 means a 34% yield). (1) The reactants are [F:1][C:2]([F:27])([F:26])[C:3]1[S:4][C:5]([C:8]2[N:13]=[CH:12][N:11]=[C:10]([CH2:14][N:15]3C(=O)C4C(=CC=CC=4)C3=O)[CH:9]=2)=[CH:6][N:7]=1.NN.O. The catalyst is CO. The product is [F:27][C:2]([F:1])([F:26])[C:3]1[S:4][C:5]([C:8]2[N:13]=[CH:12][N:11]=[C:10]([CH2:14][NH2:15])[CH:9]=2)=[CH:6][N:7]=1. The yield is 0.750. (2) The reactants are [C:1]([S@:5](/[N:7]=[C:8]1/[C:9]2[CH:10]=[CH:11][C:12]([C:18]([O:20][CH2:21][CH3:22])=[O:19])=[CH:13][C:14]=2[CH2:15][CH2:16][CH2:17]/1)=[O:6])([CH3:4])([CH3:3])[CH3:2].O.[BH4-].[Na+]. The catalyst is C1COCC1. The product is [CH3:3][C:1]([CH3:4])([S@:5]([NH:7][C@@H:8]1[CH2:17][CH2:16][CH2:15][C:14]2[CH:13]=[C:12]([C:18]([O:20][CH2:21][CH3:22])=[O:19])[CH:11]=[CH:10][C:9]1=2)=[O:6])[CH3:2]. The yield is 0.780. (3) The reactants are C([O:3][C:4]([C:6]1[CH:10]=[C:9]([C:11]2[CH:12]=[N:13][C:14]([CH3:17])=[CH:15][CH:16]=2)[N:8]([C:18]2[CH:19]=[N:20][C:21]([O:24][CH3:25])=[CH:22][CH:23]=2)[N:7]=1)=[O:5])C.[OH-].[Na+].Cl.O. The catalyst is O1CCCC1.CO.C(Cl)(Cl)Cl. The product is [CH3:25][O:24][C:21]1[N:20]=[CH:19][C:18]([N:8]2[C:9]([C:11]3[CH:12]=[N:13][C:14]([CH3:17])=[CH:15][CH:16]=3)=[CH:10][C:6]([C:4]([OH:5])=[O:3])=[N:7]2)=[CH:23][CH:22]=1. The yield is 0.860. (4) The reactants are [Cl:1][C:2]1[CH:7]=[CH:6][C:5]([C:8]2[O:12][C:11]([C:13]([CH3:17])([CH3:16])[C:14]#[N:15])=[CH:10][C:9]=2[C:18]2[CH:23]=[CH:22][N:21]=[CH:20][CH:19]=2)=[CH:4][C:3]=1[O:24]C.B(Br)(Br)Br. The catalyst is ClCCl. The product is [Cl:1][C:2]1[CH:7]=[CH:6][C:5]([C:8]2[O:12][C:11]([C:13]([CH3:17])([CH3:16])[C:14]#[N:15])=[CH:10][C:9]=2[C:18]2[CH:19]=[CH:20][N:21]=[CH:22][CH:23]=2)=[CH:4][C:3]=1[OH:24]. The yield is 0.730. (5) The reactants are [CH3:1][C:2]1([CH3:15])[C:6]2[CH:7]=[N:8][C:9]([CH3:11])=[CH:10][C:5]=2[N:4]([C:12]([OH:14])=[O:13])[CH2:3]1.C([O:19][C:20](=[O:22])[CH3:21])(=O)C. No catalyst specified. The product is [C:2]([O:13][C:12]([N:4]1[C:5]2[CH:10]=[C:9]([CH2:11][O:19][C:20](=[O:22])[CH3:21])[N:8]=[CH:7][C:6]=2[C:2]([CH3:15])([CH3:1])[CH2:3]1)=[O:14])([CH3:6])([CH3:3])[CH3:1]. The yield is 0.650.